From a dataset of Reaction yield outcomes from USPTO patents with 853,638 reactions. Predict the reaction yield, written as a fraction of the theoretical maximum amount of product (1.0 means a 100% yield; for example, 0.34 means a 34% yield). The reactants are Cl.[Br:2][C:3]1[CH:8]=[CH:7][C:6]([N:9]2[CH2:14][CH2:13][NH:12][CH2:11][CH2:10]2)=[CH:5][CH:4]=1.C(N(CC)CC)C.[CH3:22][S:23](Cl)(=[O:25])=[O:24]. The catalyst is ClCCl. The product is [Br:2][C:3]1[CH:4]=[CH:5][C:6]([N:9]2[CH2:14][CH2:13][N:12]([S:23]([CH3:22])(=[O:25])=[O:24])[CH2:11][CH2:10]2)=[CH:7][CH:8]=1. The yield is 0.810.